Task: Predict the product of the given reaction.. Dataset: Forward reaction prediction with 1.9M reactions from USPTO patents (1976-2016) (1) Given the reactants [F:1][C:2]1[CH:3]=[C:4]([N:12]2[CH2:17][CH2:16][NH:15][CH2:14][CH2:13]2)[CH:5]=[C:6]([C:8]([F:11])([F:10])[F:9])[CH:7]=1.Br[CH2:19][CH2:20][CH3:21], predict the reaction product. The product is: [F:1][C:2]1[CH:3]=[C:4]([N:12]2[CH2:17][CH2:16][N:15]([CH2:19][CH2:20][CH3:21])[CH2:14][CH2:13]2)[CH:5]=[C:6]([C:8]([F:10])([F:11])[F:9])[CH:7]=1. (2) Given the reactants [Br:1][C:2]1[S:3][CH:4]=[CH:5][C:6]=1[CH3:7].[Li+].CC([N-]C(C)C)C.[O:16]1[CH2:21][CH2:20][C:19](=[O:22])[CH2:18][CH2:17]1, predict the reaction product. The product is: [Br:1][C:2]1[S:3][C:4]([C:19]2([OH:22])[CH2:20][CH2:21][O:16][CH2:17][CH2:18]2)=[CH:5][C:6]=1[CH3:7]. (3) The product is: [F:33][C:2]1([F:1])[CH2:7][CH2:6][CH:5]([NH:8][C:9]2[C:14]3[C:15]([C:27]4[CH:32]=[CH:31][N:30]=[CH:29][N:28]=4)=[N:16][NH:17][C:13]=3[CH:12]=[CH:11][N:10]=2)[CH2:4][CH2:3]1. Given the reactants [F:1][C:2]1([F:33])[CH2:7][CH2:6][CH:5]([NH:8][C:9]2[C:14]3[C:15]([C:27]4[CH:32]=[CH:31][N:30]=[CH:29][N:28]=4)=[N:16][N:17](CC4C=CC(OC)=CC=4)[C:13]=3[CH:12]=[CH:11][N:10]=2)[CH2:4][CH2:3]1.ClC1N=CN=C(C2C3C(NC4CCC(F)(F)CC4)=NC=CC=3N(CC3C=CC(OC)=CC=3)N=2)C=1, predict the reaction product.